From a dataset of Forward reaction prediction with 1.9M reactions from USPTO patents (1976-2016). Predict the product of the given reaction. (1) The product is: [F:26][C:2]([F:1])([F:25])[C:3]1[N:8]2[N:9]=[CH:10][C:11]([C:12]3[O:27][N:28]=[C:29]([C:30]4[CH:31]=[C:32]([S:36]([NH2:37])(=[O:38])=[O:39])[CH:33]=[CH:34][CH:35]=4)[N:40]=3)=[C:7]2[N:6]=[C:5]([C:15]2[CH:20]=[CH:19][CH:18]=[C:17]([C:21]([F:24])([F:23])[F:22])[CH:16]=2)[CH:4]=1. Given the reactants [F:1][C:2]([F:26])([F:25])[C:3]1[N:8]2[N:9]=[CH:10][C:11]([C:12](O)=O)=[C:7]2[N:6]=[C:5]([C:15]2[CH:20]=[CH:19][CH:18]=[C:17]([C:21]([F:24])([F:23])[F:22])[CH:16]=2)[CH:4]=1.[OH:27][NH:28][C:29](=[NH:40])[C:30]1[CH:35]=[CH:34][CH:33]=[C:32]([S:36](=[O:39])(=[O:38])[NH2:37])[CH:31]=1, predict the reaction product. (2) Given the reactants C=CCCCCCC.B1[CH:14]2[CH2:15][CH2:16][CH2:17][CH:10]1[CH2:11][CH2:12][CH2:13]2.Br[C:19]1[CH:20]=[C:21]2[C:26](=[CH:27][C:28]=1[CH2:29][CH3:30])[O:25][C:24]([C:31]1[CH:36]=[C:35]([O:37][CH3:38])[C:34]([O:39][CH2:40][C:41]3[CH:46]=[CH:45][CH:44]=[CH:43][CH:42]=3)=[C:33]([O:47][CH3:48])[CH:32]=1)=[C:23]([OH:49])[C:22]2=[O:50], predict the reaction product. The product is: [CH2:29]([C:28]1[CH:27]=[C:26]2[C:21]([C:22](=[O:50])[C:23]([OH:49])=[C:24]([C:31]3[CH:32]=[C:33]([O:47][CH3:48])[C:34]([O:39][CH2:40][C:41]4[CH:42]=[CH:43][CH:44]=[CH:45][CH:46]=4)=[C:35]([O:37][CH3:38])[CH:36]=3)[O:25]2)=[CH:20][C:19]=1[CH2:11][CH2:12][CH2:13][CH2:14][CH2:15][CH2:16][CH2:17][CH3:10])[CH3:30].